From a dataset of Forward reaction prediction with 1.9M reactions from USPTO patents (1976-2016). Predict the product of the given reaction. (1) Given the reactants [C:1]([C:5]1[N:6]=[C:7]([N:22]2[CH2:27][CH2:26]O[CH2:24][CH2:23]2)[C:8]2[N:13]=[N:12][N:11]([CH2:14][C:15]3[CH:20]=[CH:19][CH:18]=[CH:17][C:16]=3[Cl:21])[C:9]=2[N:10]=1)([CH3:4])([CH3:3])[CH3:2].C([C:32]1[N:33]=C(Cl)C2N=NN(CC3C=CC=CC=3Cl)C=2N=1)(C)(C)C.CN1CCNCC1, predict the reaction product. The product is: [C:1]([C:5]1[N:6]=[C:7]([N:22]2[CH2:27][CH2:26][N:33]([CH3:32])[CH2:24][CH2:23]2)[C:8]2[N:13]=[N:12][N:11]([CH2:14][C:15]3[CH:20]=[CH:19][CH:18]=[CH:17][C:16]=3[Cl:21])[C:9]=2[N:10]=1)([CH3:4])([CH3:3])[CH3:2]. (2) Given the reactants [Br:1][C:2]1[CH:3]=[C:4]([NH2:9])[C:5]([CH3:8])=[N:6][CH:7]=1.[C:10](N1C=CN=C1)(N1C=CN=C1)=[O:11].Cl.[F:23][C:24]1([F:28])[CH2:27][NH:26][CH2:25]1, predict the reaction product. The product is: [Br:1][C:2]1[CH:3]=[C:4]([NH:9][C:10]([N:26]2[CH2:27][C:24]([F:28])([F:23])[CH2:25]2)=[O:11])[C:5]([CH3:8])=[N:6][CH:7]=1. (3) Given the reactants C([O:3][C:4](=[O:16])[C:5]([CH3:15])([CH3:14])[CH2:6][C:7]1[CH:12]=[CH:11][C:10]([F:13])=[CH:9][CH:8]=1)C.[OH-].[Na+].Cl, predict the reaction product. The product is: [F:13][C:10]1[CH:9]=[CH:8][C:7]([CH2:6][C:5]([CH3:15])([CH3:14])[C:4]([OH:16])=[O:3])=[CH:12][CH:11]=1. (4) Given the reactants Cl.[F:2][C:3]1[CH:22]=[CH:21][CH:20]=[CH:19][C:4]=1[CH2:5][N:6]1[C:10]([C:11]2[CH:15]=[CH:14][O:13][N:12]=2)=[CH:9][C:8]([C:16](=[NH:18])[NH2:17])=[N:7]1.O.[NH2:24]N.[O:26]=[CH:27][C:28](OCC)=O, predict the reaction product. The product is: [F:2][C:3]1[CH:22]=[CH:21][CH:20]=[CH:19][C:4]=1[CH2:5][N:6]1[C:10]([C:11]2[CH:15]=[CH:14][O:13][N:12]=2)=[CH:9][C:8]([C:16]2[NH:17][C:27](=[O:26])[CH:28]=[N:24][N:18]=2)=[N:7]1. (5) Given the reactants [C:1]([O:5][C:6](=[O:15])[CH2:7]/[N:8]=[CH:9]/[CH2:10][C:11]([CH3:14])([CH3:13])[CH3:12])([CH3:4])([CH3:3])[CH3:2].[Br:16][C:17]1[CH:18]=[C:19](/[CH:22]=[C:23](/[C:26]2[CH:31]=[CH:30][C:29]([Cl:32])=[CH:28][C:27]=2[F:33])\[C:24]#[N:25])[S:20][CH:21]=1.C(N(CC)CC)C, predict the reaction product. The product is: [C:1]([O:5][C:6]([CH:7]1[CH:22]([C:19]2[S:20][CH:21]=[C:17]([Br:16])[CH:18]=2)[C:23]([C:26]2[CH:31]=[CH:30][C:29]([Cl:32])=[CH:28][C:27]=2[F:33])([C:24]#[N:25])[CH:9]([CH2:10][C:11]([CH3:14])([CH3:13])[CH3:12])[NH:8]1)=[O:15])([CH3:4])([CH3:3])[CH3:2].